This data is from Catalyst prediction with 721,799 reactions and 888 catalyst types from USPTO. The task is: Predict which catalyst facilitates the given reaction. (1) The catalyst class is: 6. Product: [CH3:16][O:15][C:13](=[O:14])[O:8][C:5]1[CH:6]=[CH:7][C:2]([F:1])=[CH:3][C:4]=1[CH3:9]. Reactant: [F:1][C:2]1[CH:7]=[CH:6][C:5]([OH:8])=[C:4]([CH3:9])[CH:3]=1.[OH-].[Na+].Cl[C:13]([O:15][CH3:16])=[O:14].C([O-])([O-])=O.[Na+].[Na+]. (2) Reactant: C([O:5][C:6](=[O:19])[C@H:7]([CH2:15][CH2:16][CH2:17][CH3:18])[C@H:8]([OH:14])[CH2:9][CH2:10][CH2:11][CH2:12][CH3:13])(C)(C)C.C(N(CC)CC)C.C[Si](C)(C)Cl.[CH:32](=O)[C:33]1[CH:38]=[CH:37][CH:36]=[CH:35][CH:34]=1.C([SiH](CC)CC)C.O([Si](C)(C)C)S(C(F)(F)F)(=O)=O.[Na].[H][H]. Product: [CH2:32]([O:14][C@H:8]([CH2:9][CH2:10][CH2:11][CH2:12][CH3:13])[C@@H:7]([CH2:15][CH2:16][CH2:17][CH3:18])[C:6]([OH:5])=[O:19])[C:33]1[CH:38]=[CH:37][CH:36]=[CH:35][CH:34]=1. The catalyst class is: 4. (3) Reactant: [NH2:1][C:2]1[CH:7]=[CH:6][C:5]([CH3:8])=[CH:4][C:3]=1[S:9]([NH2:12])(=[O:11])=[O:10].N1C=CC=CC=1.Cl[C:20]([CH2:22][C:23]([O:25][CH2:26][CH3:27])=[O:24])=[O:21]. Product: [CH2:26]([O:25][C:23](=[O:24])[CH2:22][C:20]([NH:1][C:2]1[CH:7]=[CH:6][C:5]([CH3:8])=[CH:4][C:3]=1[S:9](=[O:10])(=[O:11])[NH2:12])=[O:21])[CH3:27]. The catalyst class is: 2. (4) Reactant: [Br:1][C:2]1[N:7]=[C:6]([CH:8]=[CH:9][C:10](=O)[C:11]([F:17])([F:16])[C:12]([F:15])([F:14])[F:13])[CH:5]=[CH:4][CH:3]=1.Cl.[Cl:20][C:21]1[CH:26]=[CH:25][CH:24]=[CH:23][C:22]=1[NH:27][NH2:28].N1CCCCC1. Product: [Br:1][C:2]1[CH:3]=[CH:4][CH:5]=[C:6]([CH:8]2[N:27]([C:22]3[CH:23]=[CH:24][CH:25]=[CH:26][C:21]=3[Cl:20])[N:28]=[C:10]([C:11]([F:17])([F:16])[C:12]([F:15])([F:14])[F:13])[CH2:9]2)[N:7]=1. The catalyst class is: 8. (5) Reactant: [NH2:1][C:2]1[C:3]([C:12](O)=[O:13])=[CH:4][C:5]2[C:10]([CH:11]=1)=[CH:9][CH:8]=[CH:7][CH:6]=2. Product: [NH2:1][C:2]1[C:3]([CH2:12][OH:13])=[CH:4][C:5]2[C:10]([CH:11]=1)=[CH:9][CH:8]=[CH:7][CH:6]=2. The catalyst class is: 1.